From a dataset of NCI-60 drug combinations with 297,098 pairs across 59 cell lines. Regression. Given two drug SMILES strings and cell line genomic features, predict the synergy score measuring deviation from expected non-interaction effect. (1) Drug 1: C1CCC(C1)C(CC#N)N2C=C(C=N2)C3=C4C=CNC4=NC=N3. Drug 2: CC1=C(C=C(C=C1)C(=O)NC2=CC(=CC(=C2)C(F)(F)F)N3C=C(N=C3)C)NC4=NC=CC(=N4)C5=CN=CC=C5. Cell line: HT29. Synergy scores: CSS=-4.47, Synergy_ZIP=4.98, Synergy_Bliss=3.56, Synergy_Loewe=-3.46, Synergy_HSA=-2.82. (2) Synergy scores: CSS=25.5, Synergy_ZIP=6.17, Synergy_Bliss=11.2, Synergy_Loewe=9.45, Synergy_HSA=10.0. Drug 1: CC(C1=C(C=CC(=C1Cl)F)Cl)OC2=C(N=CC(=C2)C3=CN(N=C3)C4CCNCC4)N. Cell line: HOP-62. Drug 2: COC1=C(C=C2C(=C1)N=CN=C2NC3=CC(=C(C=C3)F)Cl)OCCCN4CCOCC4.